Dataset: Catalyst prediction with 721,799 reactions and 888 catalyst types from USPTO. Task: Predict which catalyst facilitates the given reaction. (1) Reactant: [Br:1][C:2]1[CH:3]=[C:4]2[C:9](=[CH:10][CH:11]=1)[N:8]=[N:7][CH:6]=[C:5]2Cl.Cl.[C:14]1([CH2:20][CH2:21][NH2:22])[CH:19]=[CH:18][CH:17]=[CH:16][CH:15]=1.CCN(C(C)C)C(C)C. Product: [Br:1][C:2]1[CH:3]=[C:4]2[C:9](=[CH:10][CH:11]=1)[N:8]=[N:7][CH:6]=[C:5]2[NH:22][CH2:21][CH2:20][C:14]1[CH:19]=[CH:18][CH:17]=[CH:16][CH:15]=1. The catalyst class is: 32. (2) Product: [CH3:13][O:14][C:15]1[CH:22]=[CH:21][C:18]([CH2:19][NH:1][C@@H:2]([C:7]2[CH:12]=[CH:11][CH:10]=[CH:9][CH:8]=2)[C:3]([O:5][CH3:6])=[O:4])=[CH:17][CH:16]=1. Reactant: [NH2:1][C@@H:2]([C:7]1[CH:12]=[CH:11][CH:10]=[CH:9][CH:8]=1)[C:3]([O:5][CH3:6])=[O:4].[CH3:13][O:14][C:15]1[CH:22]=[CH:21][C:18]([CH:19]=O)=[CH:17][CH:16]=1.CC(O)=O.[BH4-].[Na+]. The catalyst class is: 5. (3) Reactant: [Cl:1][C:2]1[CH:3]=[C:4]([C:14]2[N:23]=[CH:22][C:21]3[CH2:20][CH2:19][CH2:18][C:17](=[O:24])[C:16]=3[N:15]=2)[CH:5]=[CH:6][C:7]=1[N:8]1[CH2:13][CH2:12][O:11][CH2:10][CH2:9]1.[Br:25]Br.C([O-])(O)=O.[Na+]. The catalyst class is: 15. Product: [Br:25][CH:18]1[C:17](=[O:24])[C:16]2[N:15]=[C:14]([C:4]3[CH:5]=[CH:6][C:7]([N:8]4[CH2:13][CH2:12][O:11][CH2:10][CH2:9]4)=[C:2]([Cl:1])[CH:3]=3)[N:23]=[CH:22][C:21]=2[CH2:20][CH2:19]1. (4) Reactant: [Cl:1][C:2]1[CH:7]=[CH:6][C:5]([C:8]2[N:12]([C:13]3[CH:18]=[CH:17][CH:16]=[CH:15][C:14]=3[Cl:19])[N:11]=[C:10]([C:20]([OH:22])=[O:21])[C:9]=2CC#N)=[CH:4][CH:3]=1.[OH-:26].[Na+].[CH2:28]([OH:30])[CH3:29]. Product: [C:28]([CH2:29][C:9]1[C:10]([C:20]([OH:22])=[O:21])=[N:11][N:12]([C:13]2[CH:18]=[CH:17][CH:16]=[CH:15][C:14]=2[Cl:19])[C:8]=1[C:5]1[CH:6]=[CH:7][C:2]([Cl:1])=[CH:3][CH:4]=1)([OH:26])=[O:30]. The catalyst class is: 6.